Predict the reaction yield, written as a fraction of the theoretical maximum amount of product (1.0 means a 100% yield; for example, 0.34 means a 34% yield). From a dataset of Reaction yield outcomes from USPTO patents with 853,638 reactions. The product is [O-:12][N+:4]1[C:5]2[CH:11]=[CH:10][CH:9]=[CH:8][C:6]=2[N:7]=[C:2]([NH:13][CH2:14][CH2:15][CH2:16][OH:17])[N:3]=1. The catalyst is COCCOC. The reactants are Cl[C:2]1[N:3]=[N+:4]([O-:12])[C:5]2[CH:11]=[CH:10][CH:9]=[CH:8][C:6]=2[N:7]=1.[NH2:13][CH2:14][CH2:15][CH2:16][OH:17]. The yield is 0.960.